From a dataset of Full USPTO retrosynthesis dataset with 1.9M reactions from patents (1976-2016). Predict the reactants needed to synthesize the given product. (1) Given the product [C:47]1([CH3:56])[C:48]([C:53]([N:9]([CH2:8][C:7](=[O:33])[CH2:6][N:5]2[C:4](=[O:34])[C:3]3=[CH:35][CH:36]=[CH:37][CH:38]=[C:2]3[C:1]2=[O:39])[C@@H:10]([C:14]2[O:15][C:16]3[C:21]([C:22](=[O:31])[C:23]=2[CH2:24][C:25]2[CH:26]=[CH:27][CH:28]=[CH:29][CH:30]=2)=[CH:20][CH:19]=[C:18]([Cl:32])[CH:17]=3)[CH:11]([CH3:13])[CH3:12])=[O:54])=[CH:49][CH:50]=[CH:51][CH:52]=1, predict the reactants needed to synthesize it. The reactants are: [C:1]1(=[O:39])[N:5]([CH2:6][C:7](=[O:33])[CH2:8][NH:9][C@@H:10]([C:14]2[O:15][C:16]3[C:21]([C:22](=[O:31])[C:23]=2[CH2:24][C:25]2[CH:30]=[CH:29][CH:28]=[CH:27][CH:26]=2)=[CH:20][CH:19]=[C:18]([Cl:32])[CH:17]=3)[CH:11]([CH3:13])[CH3:12])[C:4](=[O:34])[C:3]2=[CH:35][CH:36]=[CH:37][CH:38]=[C:2]12.CCN(CC)CC.[C:47]1([CH3:56])[C:48]([C:53](Cl)=[O:54])=[CH:49][CH:50]=[CH:51][CH:52]=1. (2) Given the product [C:1]([NH:38][C:39]1[S:40][C:41]2[CH:47]=[C:46]([O:48][S:49]([C:52]3[CH:57]=[CH:56][C:55]([NH:58][CH2:59][CH2:60][N:61]([CH:65]([CH3:67])[CH3:66])[CH:62]([CH3:63])[CH3:64])=[CH:54][CH:53]=3)(=[O:51])=[O:50])[CH:45]=[CH:44][C:42]=2[N:43]=1)(=[O:3])[CH3:2], predict the reactants needed to synthesize it. The reactants are: [C:1](O)(=[O:3])[CH3:2].CN(C(ON1N=NC2C=CC=CC1=2)=[N+](C)C)C.F[P-](F)(F)(F)(F)F.CCN(C(C)C)C(C)C.[NH2:38][C:39]1[S:40][C:41]2[CH:47]=[C:46]([O:48][S:49]([C:52]3[CH:57]=[CH:56][C:55]([NH:58][CH2:59][CH2:60][N:61]([CH:65]([CH3:67])[CH3:66])[CH:62]([CH3:64])[CH3:63])=[CH:54][CH:53]=3)(=[O:51])=[O:50])[CH:45]=[CH:44][C:42]=2[N:43]=1. (3) Given the product [Br:1][C:11]1[C:12]([O:16][CH3:17])=[C:13]([O:14][CH3:15])[C:5]([O:4][CH3:3])=[CH:6][C:7]=1[C:8]([OH:10])=[O:9], predict the reactants needed to synthesize it. The reactants are: [Br:1]Br.[CH3:3][O:4][C:5]1[CH:6]=[C:7]([CH:11]=[C:12]([O:16][CH3:17])[C:13]=1[O:14][CH3:15])[C:8]([OH:10])=[O:9]. (4) Given the product [CH2:67]([O:74][C:75]1[CH:76]=[CH:77][C:78]([C@@H:86]([OH:141])[CH2:87][NH:88][C:89]([CH3:139])([CH3:140])[CH2:90][C:91]2[CH:92]=[C:93]([CH:136]=[CH:137][CH:138]=2)[C:94]([N:96]2[CH2:97][CH2:98][N:99]([C:102]([C:104]3[CH:105]=[C:106]([S:110]([C:113]4[CH:114]=[C:115]5[C:120](=[C:121]([CH3:123])[CH:122]=4)[N:119]=[CH:118][C:117]([C:124]([NH2:126])=[O:125])=[C:116]5[NH:127][C:128]4[CH:133]=[CH:132][CH:131]=[C:130]([O:134][CH3:135])[CH:129]=4)(=[O:111])=[O:112])[CH:107]=[CH:108][CH:109]=3)=[O:103])[CH2:100][CH2:101]2)=[O:95])=[C:79]2[C:84]=1[NH:83][C:82](=[O:85])[CH:81]=[CH:80]2)[C:68]1[CH:69]=[CH:70][CH:71]=[CH:72][CH:73]=1, predict the reactants needed to synthesize it. The reactants are: C(OC1C=CC([C@@H](O)CNCCC2C=CC(NC(C3C=C(S(C4C=C5C(=C(C)C=4)N=CC(C(N)=O)=C5NC4C=CC=C(OC)C=4)(=O)=O)C=CC=3)=O)=CC=2)=C2C=1NC(=O)C=C2)C1C=CC=CC=1.[CH2:67]([O:74][C:75]1[CH:76]=[CH:77][C:78]([C@@H:86]([O:141][Si](C(C)(C)C)(C)C)[CH2:87][NH:88][C:89]([CH3:140])([CH3:139])[CH2:90][C:91]2[CH:92]=[C:93]([CH:136]=[CH:137][CH:138]=2)[C:94]([N:96]2[CH2:101][CH2:100][N:99]([C:102]([C:104]3[CH:105]=[C:106]([S:110]([C:113]4[CH:114]=[C:115]5[C:120](=[C:121]([CH3:123])[CH:122]=4)[N:119]=[CH:118][C:117]([C:124]([NH2:126])=[O:125])=[C:116]5[NH:127][C:128]4[CH:133]=[CH:132][CH:131]=[C:130]([O:134][CH3:135])[CH:129]=4)(=[O:112])=[O:111])[CH:107]=[CH:108][CH:109]=3)=[O:103])[CH2:98][CH2:97]2)=[O:95])=[C:79]2[C:84]=1[NH:83][C:82](=[O:85])[CH:81]=[CH:80]2)[C:68]1[CH:73]=[CH:72][CH:71]=[CH:70][CH:69]=1. (5) Given the product [OH:8][N:9]([CH2:12][C:13]1([C:20]([NH:22][NH:23][C:24]2[N:29]=[C:28]([C:30]([F:33])([F:31])[F:32])[CH:27]=[CH:26][N:25]=2)=[O:21])[CH2:19][CH2:18][CH2:17][CH2:16][CH2:15][CH2:14]1)[CH:10]=[O:11], predict the reactants needed to synthesize it. The reactants are: C([O:8][N:9]([CH2:12][C:13]1([C:20]([NH:22][NH:23][C:24]2[N:29]=[C:28]([C:30]([F:33])([F:32])[F:31])[CH:27]=[CH:26][N:25]=2)=[O:21])[CH2:19][CH2:18][CH2:17][CH2:16][CH2:15][CH2:14]1)[CH:10]=[O:11])C1C=CC=CC=1. (6) Given the product [C:1]([O:5][C:6]([N:8]1[C:16]2[C:11](=[CH:12][CH:13]=[C:14]([CH2:17][OH:18])[CH:15]=2)[CH:10]=[CH:9]1)=[O:7])([CH3:4])([CH3:2])[CH3:3], predict the reactants needed to synthesize it. The reactants are: [C:1]([O:5][C:6]([N:8]1[C:16]2[C:11](=[CH:12][CH:13]=[C:14]([CH:17]=[O:18])[CH:15]=2)[CH:10]=[CH:9]1)=[O:7])([CH3:4])([CH3:3])[CH3:2].[BH4-].[Na+]. (7) Given the product [ClH:2].[Cl:2][C:3]1[CH:4]=[C:5]([C:13]2[O:17][N:16]=[C:15]([C:18]3[C:28]4[O:27][CH2:26][CH2:25][NH:24][CH:23]([CH2:36][C:37]([OH:39])=[O:38])[C:22]=4[CH:21]=[CH:20][CH:19]=3)[N:14]=2)[CH:6]=[CH:7][C:8]=1[O:9][CH:10]([CH3:12])[CH3:11], predict the reactants needed to synthesize it. The reactants are: Cl.[Cl:2][C:3]1[CH:4]=[C:5]([C:13]2[O:17][N:16]=[C:15]([C:18]3[C:28]4[O:27][CH2:26][CH2:25][N:24](C(OC(C)(C)C)=O)[CH:23]([CH2:36][C:37]([OH:39])=[O:38])[C:22]=4[CH:21]=[CH:20][CH:19]=3)[N:14]=2)[CH:6]=[CH:7][C:8]=1[O:9][CH:10]([CH3:12])[CH3:11].[Na].C(OCC)C. (8) Given the product [C:1]([O:5][C:6]([N:8]([CH3:30])[C:9]1[N:14]=[CH:13][C:12]([O:15][C:16]2[CH:25]=[C:24]([F:26])[CH:23]=[CH:22][C:17]=2[C:18]([O:20][CH3:21])=[O:19])=[CH:11][CH:10]=1)=[O:7])([CH3:4])([CH3:2])[CH3:3], predict the reactants needed to synthesize it. The reactants are: [C:1]([O:5][C:6]([NH:8][C:9]1[N:14]=[CH:13][C:12]([O:15][C:16]2[CH:25]=[C:24]([F:26])[CH:23]=[CH:22][C:17]=2[C:18]([O:20][CH3:21])=[O:19])=[CH:11][CH:10]=1)=[O:7])([CH3:4])([CH3:3])[CH3:2].[H-].[Na+].I[CH3:30]. (9) Given the product [CH3:3][C:4]([Si:7]([CH3:27])([CH3:28])[O:8][CH2:9][C:10]1[CH:15]=[CH:14][CH:13]=[C:12]([O:16][CH2:17][O:18][CH3:19])[C:11]=1[C:20]1([C:21]([O:23][CH2:24][CH3:25])=[O:22])[CH2:29][CH2:26]1)([CH3:5])[CH3:6], predict the reactants needed to synthesize it. The reactants are: [H-].[Na+].[CH3:3][C:4]([Si:7]([CH3:28])([CH3:27])[O:8][CH2:9][C:10]1[CH:15]=[CH:14][CH:13]=[C:12]([O:16][CH2:17][O:18][CH3:19])[C:11]=1[C:20](=[CH2:26])[C:21]([O:23][CH2:24][CH3:25])=[O:22])([CH3:6])[CH3:5].[CH3:29]S(C)=O.